Regression. Given a peptide amino acid sequence and an MHC pseudo amino acid sequence, predict their binding affinity value. This is MHC class I binding data. From a dataset of Peptide-MHC class I binding affinity with 185,985 pairs from IEDB/IMGT. (1) The peptide sequence is ALLMLAISLV. The MHC is HLA-A02:02 with pseudo-sequence HLA-A02:02. The binding affinity (normalized) is 0.513. (2) The peptide sequence is KIEDLINQL. The MHC is HLA-A02:06 with pseudo-sequence HLA-A02:06. The binding affinity (normalized) is 0.345. (3) The peptide sequence is RPAPGGKAY. The MHC is HLA-B83:01 with pseudo-sequence HLA-B83:01. The binding affinity (normalized) is 0.422. (4) The peptide sequence is KVREHTFVK. The MHC is HLA-B15:01 with pseudo-sequence HLA-B15:01. The binding affinity (normalized) is 0.231. (5) The peptide sequence is KLNGAMVEY. The MHC is HLA-A68:01 with pseudo-sequence HLA-A68:01. The binding affinity (normalized) is 0.835. (6) The peptide sequence is FSDVSHWWQ. The MHC is HLA-B57:01 with pseudo-sequence HLA-B57:01. The binding affinity (normalized) is 0.0847. (7) The peptide sequence is VLGAAVYAL. The MHC is HLA-A02:01 with pseudo-sequence HLA-A02:01. The binding affinity (normalized) is 0.575.